Dataset: Reaction yield outcomes from USPTO patents with 853,638 reactions. Task: Predict the reaction yield, written as a fraction of the theoretical maximum amount of product (1.0 means a 100% yield; for example, 0.34 means a 34% yield). (1) The reactants are [F:1][C:2]([F:11])([F:10])[C:3]1[CH:9]=[CH:8][CH:7]=[CH:6][C:4]=1[NH2:5].[CH2:12](N(CC)CC)C.O1CCCC1.[S:24]1[C:28]2[C:29]3[CH:37]=[CH:36][CH:35]=[CH:34][C:30]=3[O:31][CH2:32][CH2:33][C:27]=2[CH:26]=[C:25]1[C:38](Cl)=[O:39].[H-].[Na+].CI. No catalyst specified. The product is [CH3:12][N:5]([C:4]1[CH:6]=[CH:7][CH:8]=[CH:9][C:3]=1[C:2]([F:10])([F:11])[F:1])[C:38]([C:25]1[S:24][C:28]2[C:29]3[CH:37]=[CH:36][CH:35]=[CH:34][C:30]=3[O:31][CH2:32][CH2:33][C:27]=2[CH:26]=1)=[O:39]. The yield is 0.250. (2) The reactants are [H-].[Na+].[CH:3]([C@@H:6]1[C:11](=[O:12])[NH:10][CH2:9][CH2:8][N:7]1[C:13]([O:15][C:16]([CH3:19])([CH3:18])[CH3:17])=[O:14])([CH3:5])[CH3:4].[F:20][C:21]1[CH:30]=[C:29](F)[C:28]([N+:32]([O-:34])=[O:33])=[CH:27][C:22]=1[C:23]([O:25][CH3:26])=[O:24]. The catalyst is CN(C=O)C. The product is [F:20][C:21]1[C:22]([C:23]([O:25][CH3:26])=[O:24])=[CH:27][C:28]([N+:32]([O-:34])=[O:33])=[C:29]([N:10]2[CH2:9][CH2:8][N:7]([C:13]([O:15][C:16]([CH3:17])([CH3:19])[CH3:18])=[O:14])[C@H:6]([CH:3]([CH3:5])[CH3:4])[C:11]2=[O:12])[CH:30]=1. The yield is 0.663.